This data is from Forward reaction prediction with 1.9M reactions from USPTO patents (1976-2016). The task is: Predict the product of the given reaction. Given the reactants CC(C1C=C(C(C)C)C(C2C=CC=CC=2P(C2CCCCC2)C2CCCCC2)=C(C(C)C)C=1)C.O.[O-]P([O-])([O-])=O.[K+].[K+].[K+].Br[C:45]1[C:46]([F:61])=[CH:47][CH:48]=[C:49]2[C:54]=1[N:53]=[C:52]([NH:55][C:56]1([CH3:59])[CH2:58][CH2:57]1)[C:51]([CH3:60])=[N:50]2.[CH3:62][C:63]1[NH:64][C:65](B2OC(C)(C)C(C)(C)O2)=[CH:66][C:67]=1[C:68]([O:70][CH2:71][CH3:72])=[O:69], predict the reaction product. The product is: [F:61][C:46]1[C:45]([C:65]2[NH:64][C:63]([CH3:62])=[C:67]([C:68]([O:70][CH2:71][CH3:72])=[O:69])[CH:66]=2)=[C:54]2[C:49](=[CH:48][CH:47]=1)[N:50]=[C:51]([CH3:60])[C:52]([NH:55][C:56]1([CH3:59])[CH2:58][CH2:57]1)=[N:53]2.